From a dataset of Full USPTO retrosynthesis dataset with 1.9M reactions from patents (1976-2016). Predict the reactants needed to synthesize the given product. (1) Given the product [C:17]([O:21][CH2:22][CH2:23][CH2:24][CH2:25][CH2:26][CH2:27][O:28][C:39]1[CH:38]=[CH:36][C:32]([C:33]([O:1][C:2]2[CH:14]=[CH:13][C:12]3[C:11]4[C:6](=[CH:7][C:8]([O:15][C:33](=[O:34])[C:32]5[CH:36]=[CH:37][C:29]([O:28][CH2:27][CH2:26][CH2:25][CH2:24][CH2:23][CH2:22][O:21][C:17](=[O:20])[CH:18]=[CH2:19])=[CH:30][CH:31]=5)=[CH:9][CH:10]=4)[CH:5]([CH3:16])[C:4]=3[CH:3]=2)=[O:34])=[CH:31][CH:30]=1)(=[O:20])[CH:18]=[CH2:19], predict the reactants needed to synthesize it. The reactants are: [OH:1][C:2]1[CH:14]=[CH:13][C:12]2[C:11]3[C:6](=[CH:7][C:8]([OH:15])=[CH:9][CH:10]=3)[CH:5]([CH3:16])[C:4]=2[CH:3]=1.[C:17]([O:21][CH2:22][CH2:23][CH2:24][CH2:25][CH2:26][CH2:27][O:28][C:29]1[CH:37]=[CH:36][C:32]([C:33](O)=[O:34])=[CH:31][CH:30]=1)(=[O:20])[CH:18]=[CH2:19].[CH2:38](Cl)[CH2:39]Cl.ClCCl. (2) Given the product [Cl:36][C:37]1[CH:46]=[C:45]2[C:40]([C:41]([NH2:67])=[CH:42][CH2:43][N:15]2[CH:14]([C:4]2[CH:5]=[CH:6][C:7]([CH2:8][N:9]3[CH2:13][CH2:12][CH2:11][CH2:10]3)=[C:2]([Cl:1])[CH:3]=2)[C:17]2[CH:22]=[CH:21][CH:20]=[C:19]([Cl:23])[CH:18]=2)=[CH:39][CH:38]=1, predict the reactants needed to synthesize it. The reactants are: [Cl:1][C:2]1[CH:3]=[C:4]([C:14]([C:17]2[CH:22]=[CH:21][CH:20]=[C:19]([Cl:23])[CH:18]=2)=[N:15]O)[CH:5]=[CH:6][C:7]=1[CH2:8][N:9]1[CH2:13][CH2:12][CH2:11][CH2:10]1.ClC1C2C(=CC(Cl)=CC=2)N=CC=1.[Cl:36][C:37]1[CH:46]=[C:45]2[C:40]([C:41]([NH2:67])=[CH:42][CH2:43]N2C(C2C=CC=C(Cl)C=2)C2C=CC(CN3CCCC3)=CC=2)=[CH:39][CH:38]=1. (3) Given the product [F:1][C:2]1[CH:3]=[C:4]([NH:5][C:14](=[O:15])[CH2:13][CH:12]([O:17][CH3:18])[O:11][CH3:10])[CH:6]=[C:7]([F:9])[CH:8]=1, predict the reactants needed to synthesize it. The reactants are: [F:1][C:2]1[CH:3]=[C:4]([CH:6]=[C:7]([F:9])[CH:8]=1)[NH2:5].[CH3:10][O:11][C:12](=[O:17])[CH:13]=[CH:14][O:15]C.[CH3:18][O-].[Na+].[Cl-].[NH4+].Cl.